From a dataset of Full USPTO retrosynthesis dataset with 1.9M reactions from patents (1976-2016). Predict the reactants needed to synthesize the given product. Given the product [CH3:26][O:25][CH2:24][C:22]1[CH:21]=[C:20]([C:27]([F:30])([F:28])[F:29])[N:19]=[C:18]([O:3][CH:4]2[CH2:5][CH2:6][N:7]([C:10]([O:12][C:13]([CH3:16])([CH3:15])[CH3:14])=[O:11])[CH2:8][CH2:9]2)[CH:23]=1, predict the reactants needed to synthesize it. The reactants are: [H-].[Na+].[OH:3][CH:4]1[CH2:9][CH2:8][N:7]([C:10]([O:12][C:13]([CH3:16])([CH3:15])[CH3:14])=[O:11])[CH2:6][CH2:5]1.Cl[C:18]1[CH:23]=[C:22]([CH2:24][O:25][CH3:26])[CH:21]=[C:20]([C:27]([F:30])([F:29])[F:28])[N:19]=1.